This data is from Forward reaction prediction with 1.9M reactions from USPTO patents (1976-2016). The task is: Predict the product of the given reaction. (1) Given the reactants O[C:2]1([C:23]2[CH:28]=[CH:27][CH:26]=[C:25]([CH3:29])[CH:24]=2)[C:6]2[CH:7]=[C:8]([NH:13][C:14](=[O:20])[CH2:15][C:16]([CH3:19])([CH3:18])[CH3:17])[C:9]([CH3:12])=[C:10]([CH3:11])[C:5]=2[O:4][C:3]1([CH3:22])[CH3:21], predict the reaction product. The product is: [CH3:17][C:16]([CH3:19])([CH3:18])[CH2:15][C:14]([NH:13][C:8]1[C:9]([CH3:12])=[C:10]([CH3:11])[C:5]2[O:4][C:3]([CH3:21])([CH3:22])[CH:2]([C:23]3[CH:28]=[CH:27][CH:26]=[C:25]([CH3:29])[CH:24]=3)[C:6]=2[CH:7]=1)=[O:20]. (2) The product is: [CH:26]1([N:2]2[CH2:3][CH2:4][CH2:5][C:6]3[CH:11]=[C:10]([NH:12][C:13](=[O:22])[O:14][CH2:15][C:16]4[CH:17]=[CH:18][CH:19]=[CH:20][CH:21]=4)[CH:9]=[CH:8][C:7]=3[CH2:1]2)[CH2:28][CH2:27]1. Given the reactants [CH2:1]1[C:7]2[CH:8]=[CH:9][C:10]([NH:12][C:13](=[O:22])[O:14][CH2:15][C:16]3[CH:21]=[CH:20][CH:19]=[CH:18][CH:17]=3)=[CH:11][C:6]=2[CH2:5][CH2:4][CH2:3][NH:2]1.C(O[C:26]1(O[Si](C)(C)C)[CH2:28][CH2:27]1)C.C(O)(=O)C.C([BH3-])#N.[Na+], predict the reaction product. (3) Given the reactants O[C:2]1[CH:11]=[CH:10][C:9]2[CH2:12][CH2:13][CH2:14]C[N:7]3[C:8]=2[C:3]=1[C:4](=[O:16])[CH2:5][CH2:6]3.C[O:18][C:19]1C=CC=C2[C:20]=1[CH:21]=[CH:22]C(N)=C2, predict the reaction product. The product is: [OH:18][C:19]1[C:11]2[C:2](=[C:3]3[C:8]4=[C:9]([CH2:12][CH2:13][CH2:14][N:7]4[CH2:6][CH2:5][C:4]3=[O:16])[CH:10]=2)[CH:22]=[CH:21][CH:20]=1.